From a dataset of Reaction yield outcomes from USPTO patents with 853,638 reactions. Predict the reaction yield, written as a fraction of the theoretical maximum amount of product (1.0 means a 100% yield; for example, 0.34 means a 34% yield). (1) The reactants are [Cl:1][C:2]1[CH:10]=[C:9]2[C:5]([CH:6]=[CH:7][NH:8]2)=[CH:4][C:3]=1B1OCC(C)(C)CO1.[C:19](=O)([O-])[O-:20].[K+].[K+].Br[C:26]1[CH:37]=[CH:36][C:29]([O:30][CH2:31][CH:32]2[CH2:35][O:34][CH2:33]2)=[CH:28][CH:27]=1. The catalyst is O1CCOCC1.CN(C=O)C.C1C=CC(P(C2C=CC=CC=2)[C-]2C=CC=C2)=CC=1.C1C=CC(P(C2C=CC=CC=2)[C-]2C=CC=C2)=CC=1.Cl[Pd]Cl.[Fe+2]. The product is [Cl:1][C:2]1[CH:10]=[C:9]2[C:5]([C:6]([CH:19]=[O:20])=[CH:7][NH:8]2)=[CH:4][C:3]=1[C:26]1[CH:37]=[CH:36][C:29]([O:30][CH2:31][CH:32]2[CH2:35][O:34][CH2:33]2)=[CH:28][CH:27]=1. The yield is 0.530. (2) The reactants are [F:1][C:2]1[CH:3]=[C:4]([CH:13]([CH3:19])[C:14]([O:16]CC)=[O:15])[CH:5]=[CH:6][C:7]=1[CH2:8][S:9]([CH3:12])(=[O:11])=[O:10].O1CCCC1.[OH-].[Li+]. The catalyst is O.C(OCC)C. The product is [F:1][C:2]1[CH:3]=[C:4]([CH:13]([CH3:19])[C:14]([OH:16])=[O:15])[CH:5]=[CH:6][C:7]=1[CH2:8][S:9]([CH3:12])(=[O:11])=[O:10]. The yield is 0.990. (3) The product is [F:34][C:31]([F:32])([F:33])[C:26]1[CH:27]=[CH:28][CH:29]=[C:30]2[C:25]=1[N:24]=[CH:23][CH:22]=[C:21]2[O:20][CH2:19][CH2:18][CH2:17][CH2:16][CH2:15][O:14][C:10]1[C:11](=[O:13])[CH:12]=[C:7]([CH2:6][N:35]2[CH2:40][CH2:39][O:38][CH2:37][CH2:36]2)[O:8][CH:9]=1. The yield is 0.500. The catalyst is ClCCl. The reactants are CS(O[CH2:6][C:7]1[O:8][CH:9]=[C:10]([O:14][CH2:15][CH2:16][CH2:17][CH2:18][CH2:19][O:20][C:21]2[C:30]3[C:25](=[C:26]([C:31]([F:34])([F:33])[F:32])[CH:27]=[CH:28][CH:29]=3)[N:24]=[CH:23][CH:22]=2)[C:11](=[O:13])[CH:12]=1)(=O)=O.[NH:35]1[CH2:40][CH2:39][O:38][CH2:37][CH2:36]1. (4) The reactants are [CH:1]1([N:6]2[C:10]3[N:11]=[C:12]([NH:15][C:16]4[CH:24]=[CH:23][C:19]([C:20](O)=[O:21])=[CH:18][N:17]=4)[N:13]=[CH:14][C:9]=3[CH:8]=[C:7]2[C:25](=[O:29])[N:26]([CH3:28])[CH3:27])[CH2:5][CH2:4][CH2:3][CH2:2]1.[C@H:30]12[CH2:37][C@H:33]([C@@H:34]([OH:36])[CH2:35]1)[CH2:32][NH:31]2. No catalyst specified. The product is [CH:1]1([N:6]2[C:10]3[N:11]=[C:12]([NH:15][C:16]4[CH:24]=[CH:23][C:19]([C:20]([N:31]5[CH2:32][C@@H:33]6[CH2:37][C@H:30]5[CH2:35][C@@H:34]6[OH:36])=[O:21])=[CH:18][N:17]=4)[N:13]=[CH:14][C:9]=3[CH:8]=[C:7]2[C:25]([N:26]([CH3:28])[CH3:27])=[O:29])[CH2:5][CH2:4][CH2:3][CH2:2]1. The yield is 0.630. (5) The reactants are [F:1][C:2]1[CH:7]=[C:6]([O:8][C@H:9]2[CH2:13][CH2:12][CH2:11][C@@H:10]2[C:14]2[N:18]([CH3:19])[N:17]=[CH:16][CH:15]=2)[CH:5]=[C:4]([F:20])[C:3]=1[S:21]([NH2:24])(=[O:23])=[O:22].[F:25][C:26]1[N:31]=[C:30](F)[CH:29]=[CH:28][N:27]=1.C(=O)([O-])[O-].[K+].[K+].O. The catalyst is CN(C=O)C. The product is [F:20][C:4]1[CH:5]=[C:6]([O:8][C@H:9]2[CH2:13][CH2:12][CH2:11][C@@H:10]2[C:14]2[N:18]([CH3:19])[N:17]=[CH:16][CH:15]=2)[CH:7]=[C:2]([F:1])[C:3]=1[S:21]([NH:24][C:28]1[CH:29]=[CH:30][N:31]=[C:26]([F:25])[N:27]=1)(=[O:23])=[O:22]. The yield is 0.510.